This data is from Choline transporter screen with 302,306 compounds. The task is: Binary Classification. Given a drug SMILES string, predict its activity (active/inactive) in a high-throughput screening assay against a specified biological target. (1) The molecule is o1nc(nc1c1cc(OC)c(OC)c(OC)c1)c1ccncc1. The result is 0 (inactive). (2) The compound is S(=O)(=O)(N1CCN(C2CCCCC2)CC1)c1cc2n(c(=O)c(=O)n(c2cc1)C)C. The result is 0 (inactive). (3) The result is 0 (inactive). The compound is s1c2CC(CCc2c(c1NS(=O)(=O)c1ccc(cc1)C)C(OC)=O)C.